This data is from Reaction yield outcomes from USPTO patents with 853,638 reactions. The task is: Predict the reaction yield, written as a fraction of the theoretical maximum amount of product (1.0 means a 100% yield; for example, 0.34 means a 34% yield). The reactants are [O:1]=[C:2]1[CH2:10][C:9]2[C:4](=[CH:5][C:6]([CH2:11][C:12]([OH:14])=O)=[CH:7][CH:8]=2)[NH:3]1.C[CH2:16][N:17]=C=NCCCN(C)C.C1C=CC2N(O)N=NC=2C=1.[F:36][C@H:37]1[CH2:41][CH2:40][N:39]([CH2:42][C@H:43]([C:46]2[CH:47]=[C:48]([CH:51]=[CH:52][CH:53]=2)[C:49]#[N:50])NC)[CH2:38]1. The catalyst is CN(C)C=O. The product is [C:49]([C:48]1[CH:47]=[C:46]([C@H:43]([CH:11]([C:6]2[CH:5]=[C:4]3[C:9]([CH2:10][C:2](=[O:1])[NH:3]3)=[CH:8][CH:7]=2)[C:12]([NH:17][CH3:16])=[O:14])[CH2:42][N:39]2[CH2:40][CH2:41][C@H:37]([F:36])[CH2:38]2)[CH:53]=[CH:52][CH:51]=1)#[N:50]. The yield is 0.490.